From a dataset of Full USPTO retrosynthesis dataset with 1.9M reactions from patents (1976-2016). Predict the reactants needed to synthesize the given product. (1) The reactants are: [F-:1].[CH2:2]([N+](CCCC)(CCCC)CCCC)[CH2:3][CH2:4]C.[Cl:19][C:20]1[CH:28]=[C:27]2[C:23]([C:24]([NH:37][C:38](=[O:42])[CH2:39][CH2:40][CH3:41])=[N:25][N:26]2[CH2:29]OCC[Si](C)(C)C)=[CH:22][C:21]=1C1C=CC(F)=CC=1.C(O[CH2:54][CH3:55])(=O)C. Given the product [Cl:19][C:20]1[CH:28]=[C:27]2[C:23]([C:24]([NH:37][C:38](=[O:42])[CH2:39][CH2:40][CH3:41])=[N:25][N:26]2[C:29]2[CH:55]=[CH:54][C:4]([F:1])=[CH:3][CH:2]=2)=[CH:22][CH:21]=1, predict the reactants needed to synthesize it. (2) Given the product [CH3:45][C:30]1[CH:31]=[C:32]([O:34][Si:35]([CH:39]([CH3:41])[CH3:40])([CH:42]([CH3:43])[CH3:44])[CH:36]([CH3:37])[CH3:38])[CH:33]=[C:26]([CH3:25])[C:27]=1[CH:28]([C:2]1[CH:7]=[CH:6][C:5]([O:8][CH2:9][O:10][CH3:11])=[C:4]([CH2:12][C:13]2[CH:18]=[CH:17][C:16]([F:19])=[CH:15][CH:14]=2)[CH:3]=1)[OH:29], predict the reactants needed to synthesize it. The reactants are: Br[C:2]1[CH:7]=[CH:6][C:5]([O:8][CH2:9][O:10][CH3:11])=[C:4]([CH2:12][C:13]2[CH:18]=[CH:17][C:16]([F:19])=[CH:15][CH:14]=2)[CH:3]=1.[Li]CCCC.[CH3:25][C:26]1[CH:33]=[C:32]([O:34][Si:35]([CH:42]([CH3:44])[CH3:43])([CH:39]([CH3:41])[CH3:40])[CH:36]([CH3:38])[CH3:37])[CH:31]=[C:30]([CH3:45])[C:27]=1[CH:28]=[O:29]. (3) The reactants are: [NH:1]1[C:5]([CH:6]=[O:7])=[CH:4][CH:3]=[C:2]1[CH:8]=[O:9].[O-:10][Mn](=O)(=O)=O.[K+].[OH2:16]. Given the product [NH:1]1[C:5]([C:6]([OH:7])=[O:16])=[CH:4][CH:3]=[C:2]1[C:8]([OH:10])=[O:9], predict the reactants needed to synthesize it.